This data is from Drug-target binding data from BindingDB using Ki measurements. The task is: Regression. Given a target protein amino acid sequence and a drug SMILES string, predict the binding affinity score between them. We predict pKi (pKi = -log10(Ki in M); higher means stronger inhibition). Dataset: bindingdb_ki. (1) The drug is CC[C@H](C)[C@H](NC(=O)[C@H](Cc1ccc(O)cc1)NC(=O)[C@H](Cc1cnc[nH]1)NC(=O)[C@H](CCCNC(=N)N)NC(=O)[C@H](CC(C)C)NC(=O)[C@H](C)NC(=O)[C@H](CO)NC(=O)[C@H](Cc1ccc(O)cc1)NC(=O)[C@H](Cc1ccc(O)cc1)NC(=O)[C@H](CCCNC(=N)N)NC(=O)[C@H](C)NC(=O)[C@H](CC(C)C)NC(=O)[C@H](CC(=O)O)NC(=O)[C@H](CCC(=O)O)NC(=O)[C@H](C)NC(=O)[C@@H]1CCCN1C(=O)[C@H](C)NC(=O)[C@H](CC(=O)O)NC(=O)[C@H](CCC(=O)O)NC(=O)CNC(=O)[C@@H]1CCCN1C(=O)[C@H](CC(N)=O)NC(=O)[C@H](CC(=O)O)NC(=O)[C@@H]1CCCN1C(=O)[C@H](CCCCN)NC(=O)[C@H](CO)NC(=O)[C@@H]1CCCN1)C(=O)N[C@@H](CC(N)=O)C(=O)N[C@@H](CC(C)C)C(=O)N[C@H](C(=O)N[C@H](C(=O)N[C@@H](CCCNC(=N)N)C(=O)N[C@@H](CCC(N)=O)C(=O)N[C@@H](CCCNC(=N)N)C(=O)N[C@@H](Cc1ccc(O)cc1)C(N)=O)[C@@H](C)O)[C@@H](C)CC. The target protein sequence is MGPINAEADENQTVEEMKMEPYGPGQPTPRGELAPDPEPELIDSTKLIEVQVVLILAYCSIILLGVIGNSLVIHVVIKFKSMRTVTNFFIANLAVADLLVNTLCLPFTLTYTLMGEWKMGPVLCHLVPYAQGLAVQVSTITLTVIALDRHRCIVYHLESKISKRISFLIIGLAWGISALLASPLAIFREYSLIEIIPDFEIVACTEKWPGEEKSIYSTIYSLSSLLILYVLPLGIISFSYTRIWSKLKNHISPGTASDHYHQRRQKTTKMLVCVVVVFAVSWLPLHAFQLAVDIDSQVLDLKEYKLIFTVFHIIAMCSTFANPLLYGWMNSNYRKAFLSAFRCEQRMDAIHSEVSVTFKAKKNLEVKKNNGPHDSFTEATNV. The pKi is 8.4. (2) The drug is CN[C@@H]1CC[C@H](c2ccc(Cl)c(Cl)c2)c2ccccc21. The target is MLLARMKPQVQPELGGADQ. The pKi is 6.4.